This data is from Reaction yield outcomes from USPTO patents with 853,638 reactions. The task is: Predict the reaction yield, written as a fraction of the theoretical maximum amount of product (1.0 means a 100% yield; for example, 0.34 means a 34% yield). (1) The reactants are [CH2:1]([O:8][P:9]([O:19][C:20]1[CH:28]=[C:27]2[C:23]([C@H:24]([CH2:36][Cl:37])[CH2:25][N:26]2[C:29](OC(C)(C)C)=[O:30])=[C:22]2[C:38]([CH3:41])=[CH:39][S:40][C:21]=12)([O:11][CH2:12][C:13]1[CH:18]=[CH:17][CH:16]=[CH:15][CH:14]=1)=[O:10])[C:2]1[CH:7]=[CH:6][CH:5]=[CH:4][CH:3]=1.C(O)(C(F)(F)F)=O.ClC(=O)[CH2:51][CH2:52][CH2:53][C:54]([O:56][CH3:57])=[O:55].CCN(CC)CC. The catalyst is C(Cl)Cl.C1COCC1. The product is [CH2:12]([O:11][P:9]([O:19][C:20]1[CH:28]=[C:27]2[C:23]([C@H:24]([CH2:36][Cl:37])[CH2:25][N:26]2[C:29](=[O:30])[CH2:51][CH2:52][CH2:53][C:54]([O:56][CH3:57])=[O:55])=[C:22]2[C:38]([CH3:41])=[CH:39][S:40][C:21]=12)([O:8][CH2:1][C:2]1[CH:3]=[CH:4][CH:5]=[CH:6][CH:7]=1)=[O:10])[C:13]1[CH:18]=[CH:17][CH:16]=[CH:15][CH:14]=1. The yield is 0.640. (2) The reactants are [CH3:1][O:2][CH2:3][C@@H:4]1[CH2:8][N:7]([C:9]([O:11][C:12]([CH3:15])([CH3:14])[CH3:13])=[O:10])[C@H:6]([C:16]([O:18]C)=[O:17])[CH2:5]1.[Li+].[OH-].Cl. The catalyst is C1COCC1.CO. The product is [C:12]([O:11][C:9]([N:7]1[CH2:8][C@@H:4]([CH2:3][O:2][CH3:1])[CH2:5][C@H:6]1[C:16]([OH:18])=[O:17])=[O:10])([CH3:15])([CH3:13])[CH3:14]. The yield is 0.990. (3) The reactants are C([O:3][C:4](=[O:22])/[CH:5]=[CH:6]/[CH:7]=[CH:8]/[CH:9]1[CH2:14][CH2:13][N:12]([C:15]([O:17][C:18]([CH3:21])([CH3:20])[CH3:19])=[O:16])[CH2:11][CH2:10]1)C.O[Li].O. The catalyst is CCO. The product is [C:18]([O:17][C:15]([N:12]1[CH2:13][CH2:14][CH:9](/[CH:8]=[CH:7]/[CH:6]=[CH:5]/[C:4]([OH:22])=[O:3])[CH2:10][CH2:11]1)=[O:16])([CH3:21])([CH3:19])[CH3:20]. The yield is 0.980. (4) The reactants are [CH3:1][O:2][C:3]1[CH:8]=[CH:7][C:6]([C:9]2[S:13][C:12]([C:14](O)=[O:15])=[C:11]([NH:17][C:18]([NH:20][C:21]3[C:26]([CH3:27])=[CH:25][C:24]([CH3:28])=[CH:23][C:22]=3[CH3:29])=[O:19])[CH:10]=2)=[CH:5][CH:4]=1.CN(C(ON1N=NC2C=CC=NC1=2)=[N+](C)C)C.F[P-](F)(F)(F)(F)F.CCN(C(C)C)C(C)C.Cl.[CH:64]1([CH2:70][C@@H:71]([C:73]([O:75][CH3:76])=[O:74])[NH2:72])[CH2:69][CH2:68][CH2:67][CH2:66][CH2:65]1. The catalyst is CN(C=O)C. The product is [CH:64]1([CH2:70][C@@H:71]([C:73]([O:75][CH3:76])=[O:74])[NH:72][C:14]([C:12]2[S:13][C:9]([C:6]3[CH:7]=[CH:8][C:3]([O:2][CH3:1])=[CH:4][CH:5]=3)=[CH:10][C:11]=2[NH:17][C:18]([NH:20][C:21]2[C:22]([CH3:29])=[CH:23][C:24]([CH3:28])=[CH:25][C:26]=2[CH3:27])=[O:19])=[O:15])[CH2:69][CH2:68][CH2:67][CH2:66][CH2:65]1. The yield is 0.830.